The task is: Predict the reaction yield, written as a fraction of the theoretical maximum amount of product (1.0 means a 100% yield; for example, 0.34 means a 34% yield).. This data is from Reaction yield outcomes from USPTO patents with 853,638 reactions. The reactants are [OH-].[Na+].[CH3:3][O:4][C:5]1[CH:10]=[CH:9][C:8]([CH2:11][CH:12]([C:18]2[S:19][CH:20]=[CH:21][CH:22]=2)[C:13]([O:15]CC)=O)=[CH:7][CH:6]=1.Cl.CC1C=CC(S([N:34]([N:36]=O)[CH3:35])(=O)=O)=CC=1.[N+](=C)=[N-]. The catalyst is CO.C1COCC1. The product is [N+:34](=[CH:35][C:13](=[O:15])[CH:12]([C:18]1[S:19][CH:20]=[CH:21][CH:22]=1)[CH2:11][C:8]1[CH:7]=[CH:6][C:5]([O:4][CH3:3])=[CH:10][CH:9]=1)=[N-:36]. The yield is 0.300.